From a dataset of Peptide-MHC class II binding affinity with 134,281 pairs from IEDB. Regression. Given a peptide amino acid sequence and an MHC pseudo amino acid sequence, predict their binding affinity value. This is MHC class II binding data. (1) The peptide sequence is APQINFFYYLGEPIV. The MHC is HLA-DPA10201-DPB11401 with pseudo-sequence HLA-DPA10201-DPB11401. The binding affinity (normalized) is 0.179. (2) The peptide sequence is SLDISLETVAIDRPA. The MHC is HLA-DQA10201-DQB10303 with pseudo-sequence HLA-DQA10201-DQB10303. The binding affinity (normalized) is 0.252. (3) The peptide sequence is HGGHVSCRVKLSALT. The MHC is DRB1_0901 with pseudo-sequence DRB1_0901. The binding affinity (normalized) is 0.243. (4) The peptide sequence is GFIGLCKTLGSRCVR. The MHC is DRB1_0101 with pseudo-sequence DRB1_0101. The binding affinity (normalized) is 0.737. (5) The peptide sequence is MDCIIFESASKARLP. The MHC is DRB1_0405 with pseudo-sequence DRB1_0405. The binding affinity (normalized) is 0.163.